Dataset: Forward reaction prediction with 1.9M reactions from USPTO patents (1976-2016). Task: Predict the product of the given reaction. (1) Given the reactants [C:1]([CH2:3][NH:4][C:5](=[O:14])[O:6][CH2:7][C:8]1[CH:13]=[CH:12][CH:11]=[CH:10][CH:9]=1)#[N:2].C[O-].[Na+].[Cl-:18].[NH4+:19], predict the reaction product. The product is: [ClH:18].[NH2:2][C:1](=[NH:19])[CH2:3][NH:4][C:5](=[O:14])[O:6][CH2:7][C:8]1[CH:13]=[CH:12][CH:11]=[CH:10][CH:9]=1. (2) Given the reactants [CH2:1]([N:8]=[C:9]=[O:10])[C:2]1[CH:7]=[CH:6][CH:5]=[CH:4][CH:3]=1.[N:11]12CCN(CC1)CC2.C(OCC)(=O)C.C(=O)([O-])O.[Na+], predict the reaction product. The product is: [CH2:1]([NH:8][C:9]([NH2:11])=[O:10])[C:2]1[CH:7]=[CH:6][CH:5]=[CH:4][CH:3]=1. (3) Given the reactants O[C:2]1[N:3]=[CH:4][C:5]([C:8]([OH:10])=O)=[N:6][CH:7]=1.S(Cl)([Cl:13])=O.COCC[NH:19][CH3:20], predict the reaction product. The product is: [Cl:13][C:2]1[N:3]=[CH:4][C:5]([C:8]([NH:19][CH3:20])=[O:10])=[N:6][CH:7]=1. (4) Given the reactants [F:1][C:2]([F:18])([C:12]1[CH:17]=[CH:16][CH:15]=[CH:14][CH:13]=1)[C:3](=[O:11])[CH2:4]P(=O)(OC)OC.CC(C)([O-])C.[K+].[CH3:25][O:26][C:27]1[CH:41]=[CH:40][C:30]([CH2:31][N:32]2[C:36](=[O:37])[CH2:35][CH2:34][CH:33]2[CH:38]=O)=[CH:29][CH:28]=1, predict the reaction product. The product is: [F:18][C:2]([F:1])([C:12]1[CH:13]=[CH:14][CH:15]=[CH:16][CH:17]=1)[C:3](=[O:11])/[CH:4]=[CH:38]/[C@@H:33]1[N:32]([CH2:31][C:30]2[CH:29]=[CH:28][C:27]([O:26][CH3:25])=[CH:41][CH:40]=2)[C:36](=[O:37])[CH2:35][CH2:34]1. (5) Given the reactants [C:1]([O:5][C:6]([NH:8]/[N:9]=[C:10](\[C:17]#[C:18][Si](C)(C)C)/[CH2:11][CH2:12][CH2:13][C:14]([OH:16])=[O:15])=[O:7])([CH3:4])([CH3:3])[CH3:2].[F-].C([N+](CCCC)(CCCC)CCCC)CCC, predict the reaction product. The product is: [C:1]([O:5][C:6]([N:8]1[CH:18]=[CH:17][C:10]([CH2:11][CH2:12][CH2:13][C:14]([OH:16])=[O:15])=[N:9]1)=[O:7])([CH3:4])([CH3:3])[CH3:2].